Dataset: Forward reaction prediction with 1.9M reactions from USPTO patents (1976-2016). Task: Predict the product of the given reaction. (1) The product is: [Br:1][C:2]1[CH:3]=[CH:4][C:5]2[S:9][C:8]([S:10][CH3:12])=[N:7][C:6]=2[CH:11]=1. Given the reactants [Br:1][C:2]1[CH:3]=[CH:4][C:5]2[S:9][C:8]([SH:10])=[N:7][C:6]=2[CH:11]=1.[CH2:12]1COCC1.IC.[OH-].[K+], predict the reaction product. (2) Given the reactants [CH3:1][O:2][CH2:3][CH2:4][O:5][C:6]1[CH:11]=[CH:10][CH:9]=[CH:8][C:7]=1[C:12]1[NH:17][C:16](=S)[NH:15][C:14](=[O:19])[CH:13]=1.N, predict the reaction product. The product is: [CH3:1][O:2][CH2:3][CH2:4][O:5][C:6]1[CH:11]=[CH:10][CH:9]=[CH:8][C:7]=1[C:12]1[N:17]=[CH:16][NH:15][C:14](=[O:19])[CH:13]=1. (3) Given the reactants [NH2:1][C:2]1[CH:7]=[CH:6][C:5]([N:8]2[C:14](=[O:15])[CH2:13][C:12](=[O:16])[NH:11][C:10]3[C:17]4[C:22]([CH:23]=[CH:24][C:9]2=3)=[CH:21][CH:20]=[CH:19][CH:18]=4)=[CH:4][CH:3]=1.[Br:25][C:26]1[CH:27]=[CH:28][C:29]([Cl:35])=[C:30]([CH:34]=1)[C:31](Cl)=[O:32].C(NC1C=CC(N2C(=O)CC(=O)NC3C4C(C=CC2=3)=CC=CC=4)=CC=1)(=O)C1C=CC=CC=1, predict the reaction product. The product is: [Br:25][C:26]1[CH:27]=[CH:28][C:29]([Cl:35])=[C:30]([CH:34]=1)[C:31]([NH:1][C:2]1[CH:7]=[CH:6][C:5]([N:8]2[C:14](=[O:15])[CH2:13][C:12](=[O:16])[NH:11][C:10]3[C:17]4[C:22]([CH:23]=[CH:24][C:9]2=3)=[CH:21][CH:20]=[CH:19][CH:18]=4)=[CH:4][CH:3]=1)=[O:32]. (4) Given the reactants F[C:2]1[CH:17]=[CH:16][C:15]([N+:18]([O-:20])=[O:19])=[CH:14][C:3]=1[C:4]([NH:6][C:7]1[CH:12]=[CH:11][CH:10]=[C:9]([F:13])[CH:8]=1)=O.O.[NH2:22][NH2:23], predict the reaction product. The product is: [F:13][C:9]1[CH:8]=[C:7]([NH:6][C:4]2[C:3]3[C:2](=[CH:17][CH:16]=[C:15]([N+:18]([O-:20])=[O:19])[CH:14]=3)[NH:23][N:22]=2)[CH:12]=[CH:11][CH:10]=1. (5) Given the reactants [CH3:1][O:2][C:3]1[CH:12]=[C:11]2[C:6]([CH2:7][CH2:8][CH:9]=[C:10]2[C:13]([O:15][CH3:16])=[O:14])=[CH:5][CH:4]=1, predict the reaction product. The product is: [CH3:1][O:2][C:3]1[CH:12]=[C:11]2[C:6]([CH2:7][CH2:8][CH2:9][CH:10]2[C:13]([O:15][CH3:16])=[O:14])=[CH:5][CH:4]=1. (6) Given the reactants [NH2:1][N:2]1[N:11]=[C:10]([C:12]([F:15])([F:14])[F:13])[C:9]2[C:4](=[CH:5][CH:6]=[CH:7][CH:8]=2)[C:3]1=[O:16].[F:17][C:18]([F:28])([C:22]1[CH:27]=[CH:26][CH:25]=[CH:24][CH:23]=1)[C:19](O)=[O:20], predict the reaction product. The product is: [F:17][C:18]([F:28])([C:22]1[CH:23]=[CH:24][CH:25]=[CH:26][CH:27]=1)[C:19]([NH:1][N:2]1[N:11]=[C:10]([C:12]([F:15])([F:13])[F:14])[C:9]2[C:4](=[CH:5][CH:6]=[CH:7][CH:8]=2)[C:3]1=[O:16])=[O:20]. (7) Given the reactants [NH2:1][C:2](=[N:36][C:37](=[O:44])[C:38]1[CH:43]=[CH:42][CH:41]=[CH:40][CH:39]=1)[C:3]1[CH:8]=[CH:7][C:6]([NH:9][CH:10]([C:23]2[CH:28]=[C:27]([O:29][CH3:30])[CH:26]=[C:25]([O:31][CH2:32][CH2:33][OH:34])[C:24]=2[F:35])[C:11]2[NH:15][C:14](=[O:16])[N:13]([C:17]3[N:22]=[CH:21][CH:20]=[CH:19][N:18]=3)[N:12]=2)=[CH:5][CH:4]=1.C(=O)([O-])O.[K+].[CH3:50][C@@H:51]([O:55][C:56](=[O:61])[O:57][CH:58](Cl)[CH3:59])[CH2:52][CH2:53][CH3:54], predict the reaction product. The product is: [CH3:50][C@@H:51]([O:55][C:56](=[O:61])[O:57][CH:58]([O:16][C:14]1[N:13]([C:17]2[N:18]=[CH:19][CH:20]=[CH:21][N:22]=2)[N:12]=[C:11]([CH:10]([NH:9][C:6]2[CH:7]=[CH:8][C:3]([C:2]([NH2:1])=[N:36][C:37](=[O:44])[C:38]3[CH:39]=[CH:40][CH:41]=[CH:42][CH:43]=3)=[CH:4][CH:5]=2)[C:23]2[CH:28]=[C:27]([O:29][CH3:30])[CH:26]=[C:25]([O:31][CH2:32][CH2:33][OH:34])[C:24]=2[F:35])[N:15]=1)[CH3:59])[CH2:52][CH2:53][CH3:54]. (8) Given the reactants [C:1]([O:5][C:6]([NH:8][C@:9]1([C:15]([O:17]CC)=[O:16])[CH2:11][C@H:10]1[CH:12]1[CH2:14][CH2:13]1)=[O:7])([CH3:4])([CH3:3])[CH3:2].C1COCC1.CO.O.O[Li].O, predict the reaction product. The product is: [C:1]([O:5][C:6]([NH:8][C@:9]1([C:15]([OH:17])=[O:16])[CH2:11][C@H:10]1[CH:12]1[CH2:14][CH2:13]1)=[O:7])([CH3:4])([CH3:2])[CH3:3].